From a dataset of Full USPTO retrosynthesis dataset with 1.9M reactions from patents (1976-2016). Predict the reactants needed to synthesize the given product. (1) Given the product [C:1]([C:5]1[CH:6]=[C:7]([NH:13][C:14]([NH:16][C@@H:17]2[C:26]3[C:21](=[CH:22][CH:23]=[CH:24][CH:25]=3)[C@H:20]([O:27][C:28]3[CH:29]=[CH:30][C:31]4[N:32]([C:34]([N:37]5[C@H:42]([CH3:43])[CH2:41][CH2:40][CH2:39][C@@H:38]5[CH3:44])=[N:35][N:36]=4)[CH:33]=3)[CH2:19][CH2:18]2)=[O:15])[N:8]([CH2:10][CH2:11][O:12][S:46]([CH3:45])(=[O:48])=[O:47])[N:9]=1)([CH3:4])([CH3:2])[CH3:3], predict the reactants needed to synthesize it. The reactants are: [C:1]([C:5]1[CH:6]=[C:7]([NH:13][C:14]([NH:16][C@@H:17]2[C:26]3[C:21](=[CH:22][CH:23]=[CH:24][CH:25]=3)[C@H:20]([O:27][C:28]3[CH:29]=[CH:30][C:31]4[N:32]([C:34]([N:37]5[C@H:42]([CH3:43])[CH2:41][CH2:40][CH2:39][C@@H:38]5[CH3:44])=[N:35][N:36]=4)[CH:33]=3)[CH2:19][CH2:18]2)=[O:15])[N:8]([CH2:10][CH2:11][OH:12])[N:9]=1)([CH3:4])([CH3:3])[CH3:2].[CH3:45][S:46](Cl)(=[O:48])=[O:47].CCN(C(C)C)C(C)C. (2) Given the product [C:16]([O:19][CH:20]([O:15][CH2:7][CH2:8][CH2:9][CH2:10][CH2:11][CH2:12][CH2:13][CH3:14])[CH3:21])(=[O:18])[CH3:17], predict the reactants needed to synthesize it. The reactants are: C(=O)([O-])[O-].[Na+].[Na+].[CH2:7]([OH:15])[CH2:8][CH2:9][CH2:10][CH2:11][CH2:12][CH2:13][CH3:14].[C:16]([O:19][CH:20]=[CH2:21])(=[O:18])[CH3:17].C(OCCCCCCCC)=C.C(OCCCCCCCC)(=O)C.